From a dataset of Rat liver microsome stability data. Regression/Classification. Given a drug SMILES string, predict its absorption, distribution, metabolism, or excretion properties. Task type varies by dataset: regression for continuous measurements (e.g., permeability, clearance, half-life) or binary classification for categorical outcomes (e.g., BBB penetration, CYP inhibition). Dataset: rlm. The result is 1 (stable in rat liver microsomes). The molecule is Cc1cnc(-c2ccccc2C(C)C)nc1NCC1CCN(c2cccnc2)CC1.